Predict the product of the given reaction. From a dataset of Forward reaction prediction with 1.9M reactions from USPTO patents (1976-2016). (1) Given the reactants [C:1]1([CH:8]=[CH:7][CH:6]=[C:4]([OH:5])[CH:3]=1)[OH:2].Br[CH2:10][CH:11]([CH3:13])[CH3:12].C(=O)([O-])[O-].[K+].[K+], predict the reaction product. The product is: [CH2:10]([O:2][C:1]1[CH:3]=[C:4]([OH:5])[CH:6]=[CH:7][CH:8]=1)[CH:11]([CH3:13])[CH3:12]. (2) Given the reactants [F:1][C:2]([F:29])([F:28])[C:3]1[CH:27]=[CH:26][CH:25]=[CH:24][C:4]=1[C:5]([N:7]1[CH2:11][C:10]2[CH2:12][N:13]([C:15]3[CH:23]=[CH:22][C:18]([C:19](O)=[O:20])=[CH:17][N:16]=3)[CH2:14][C:9]=2[CH2:8]1)=[O:6].Cl.[CH:31]1([CH2:34][CH2:35][NH2:36])[CH2:33][CH2:32]1, predict the reaction product. The product is: [CH:31]1([CH2:34][CH2:35][NH:36][C:19](=[O:20])[C:18]2[CH:22]=[CH:23][C:15]([N:13]3[CH2:12][C:10]4[CH2:11][N:7]([C:5](=[O:6])[C:4]5[CH:24]=[CH:25][CH:26]=[CH:27][C:3]=5[C:2]([F:29])([F:28])[F:1])[CH2:8][C:9]=4[CH2:14]3)=[N:16][CH:17]=2)[CH2:33][CH2:32]1. (3) Given the reactants [Cl:1][C:2]1[CH:25]=[CH:24][C:5]([CH2:6][N:7]2[C:15]3[C:10](=[CH:11][C:12](/[CH:16]=[C:17]4/[C:18](=[O:23])[NH:19][C:20](=[O:22])[S:21]/4)=[CH:13][CH:14]=3)[CH:9]=[N:8]2)=[C:4]([C:26]([F:29])([F:28])[F:27])[CH:3]=1.O[CH2:31][CH2:32][N:33]1[CH2:37][CH2:36][O:35][C:34]1=[O:38], predict the reaction product. The product is: [Cl:1][C:2]1[CH:25]=[CH:24][C:5]([CH2:6][N:7]2[C:15]3[C:10](=[CH:11][C:12](/[CH:16]=[C:17]4/[C:18](=[O:23])[N:19]([CH2:31][CH2:32][N:33]5[CH2:37][CH2:36][O:35][C:34]5=[O:38])[C:20](=[O:22])[S:21]/4)=[CH:13][CH:14]=3)[CH:9]=[N:8]2)=[C:4]([C:26]([F:27])([F:29])[F:28])[CH:3]=1. (4) The product is: [Br:49][C:10]1[C:6]2[CH:5]=[CH:4][C:3]([O:19][CH3:20])=[C:2]([F:1])[C:7]=2[S:8][C:9]=1[C:11]1[CH:16]=[CH:15][C:14]([O:17][CH3:18])=[CH:13][CH:12]=1.[Br:49][C:28]1[C:24]2[CH:23]=[C:22]([F:21])[C:38]([O:39][CH3:40])=[C:37]([F:41])[C:25]=2[S:26][C:27]=1[C:29]1[CH:34]=[CH:33][C:32]([O:35][CH3:36])=[CH:31][CH:30]=1. Given the reactants [F:1][C:2]1[C:7]2[S:8][C:9]([C:11]3[CH:16]=[CH:15][C:14]([O:17][CH3:18])=[CH:13][CH:12]=3)=[CH:10][C:6]=2[CH:5]=[CH:4][C:3]=1[O:19][CH3:20].[F:21][C:22]1[C:38]([O:39][CH3:40])=[C:37]([F:41])[C:25]2[S:26][C:27]([C:29]3[CH:34]=[CH:33][C:32]([O:35][CH3:36])=[CH:31][CH:30]=3)=[CH:28][C:24]=2[CH:23]=1.C1C(=O)N([Br:49])C(=O)C1, predict the reaction product. (5) Given the reactants [N+:1]([C:4]1[CH:5]=[N:6][N:7]([CH:9]2[CH2:14][CH2:13][CH:12]([NH:15][C:16](=[O:22])[O:17][C:18]([CH3:21])([CH3:20])[CH3:19])[CH2:11][CH2:10]2)[CH:8]=1)([O-])=O, predict the reaction product. The product is: [NH2:1][C:4]1[CH:5]=[N:6][N:7]([CH:9]2[CH2:10][CH2:11][CH:12]([NH:15][C:16](=[O:22])[O:17][C:18]([CH3:20])([CH3:19])[CH3:21])[CH2:13][CH2:14]2)[CH:8]=1.